Dataset: Forward reaction prediction with 1.9M reactions from USPTO patents (1976-2016). Task: Predict the product of the given reaction. (1) Given the reactants O=O.[H-].[H-].[H-].[H-].[Li+].[Al+3].[C:9]1([C:15](=[O:26])[CH:16]([CH3:25])[C:17]([C:19]2[CH:24]=[CH:23][CH:22]=[CH:21][CH:20]=2)=[O:18])[CH:14]=[CH:13][CH:12]=[CH:11][CH:10]=1.[OH-].[Na+], predict the reaction product. The product is: [C:19]1([CH:17]([OH:18])[CH:16]([CH3:25])[CH:15]([C:9]2[CH:14]=[CH:13][CH:12]=[CH:11][CH:10]=2)[OH:26])[CH:20]=[CH:21][CH:22]=[CH:23][CH:24]=1. (2) Given the reactants Cl[C:2]1[CH:9]=[CH:8][C:5]([C:6]#[N:7])=[CH:4][C:3]=1[N+:10]([O-:12])=[O:11].C(=O)([O-])[O-].[K+].[K+].[CH3:19][C:20]1[CH:21]=[C:22]([OH:27])[CH:23]=[C:24]([CH3:26])[CH:25]=1, predict the reaction product. The product is: [CH3:19][C:20]1[CH:21]=[C:22]([CH:23]=[C:24]([CH3:26])[CH:25]=1)[O:27][C:2]1[CH:9]=[CH:8][C:5]([C:6]#[N:7])=[CH:4][C:3]=1[N+:10]([O-:12])=[O:11].